The task is: Predict the reaction yield, written as a fraction of the theoretical maximum amount of product (1.0 means a 100% yield; for example, 0.34 means a 34% yield).. This data is from Reaction yield outcomes from USPTO patents with 853,638 reactions. (1) The reactants are Cl[CH2:2][C:3]1[N:4]=[C:5]2[CH:10]=[CH:9][CH:8]=[CH:7][N:6]2[CH:11]=1.[CH3:12][OH:13].C[O-].[Na+]. The catalyst is O. The product is [CH3:12][O:13][CH2:2][C:3]1[N:4]=[C:5]2[CH:10]=[CH:9][CH:8]=[CH:7][N:6]2[CH:11]=1. The yield is 0.880. (2) The reactants are [CH3:1][O:2][C:3](=[O:29])[CH:4]([CH2:24][CH:25]=[CH:26][CH2:27]Br)[CH2:5][C:6]([CH3:23])=[CH:7][CH2:8][C:9]1[C:10]([OH:22])=[C:11]2[C:15](=[C:16]([CH3:20])[C:17]=1[O:18][CH3:19])[CH2:14][O:13][C:12]2=[O:21].[CH2:30]([O:32][P:33]([O:37]CC)[O:34][CH2:35][CH3:36])[CH3:31]. The catalyst is C1(C)C=CC=CC=1. The product is [CH3:1][O:2][C:3](=[O:29])[CH:4]([CH2:24][CH:25]=[CH:26][CH2:27][P:33]([O:34][CH2:35][CH3:36])([O:32][CH2:30][CH3:31])=[O:37])[CH2:5][C:6]([CH3:23])=[CH:7][CH2:8][C:9]1[C:10]([OH:22])=[C:11]2[C:15](=[C:16]([CH3:20])[C:17]=1[O:18][CH3:19])[CH2:14][O:13][C:12]2=[O:21]. The yield is 0.430. (3) The reactants are [C:1]([C:4]1[O:5][C:6](=O)[C:7]2[C:12]([C:13]=1[C:14]1[CH:19]=[CH:18][CH:17]=[CH:16][CH:15]=1)=[CH:11][C:10]([Br:20])=[CH:9][CH:8]=2)(=[O:3])[CH3:2].[CH2:22]([O:24][C:25]([CH:27]1[CH2:32][CH2:31][N:30]([S:33]([C:36]2[CH:41]=[CH:40][C:39]([CH2:42][NH2:43])=[CH:38][CH:37]=2)(=[O:35])=[O:34])[CH2:29][CH2:28]1)=[O:26])[CH3:23].C(N(CC)CC)C. The catalyst is CO. The product is [CH2:22]([O:24][C:25]([CH:27]1[CH2:32][CH2:31][N:30]([S:33]([C:36]2[CH:41]=[CH:40][C:39]([CH2:42][N:43]3[C:4]([C:1](=[O:3])[CH3:2])=[C:13]([C:14]4[CH:15]=[CH:16][CH:17]=[CH:18][CH:19]=4)[C:12]4[C:7](=[CH:8][CH:9]=[C:10]([Br:20])[CH:11]=4)[C:6]3=[O:5])=[CH:38][CH:37]=2)(=[O:34])=[O:35])[CH2:29][CH2:28]1)=[O:26])[CH3:23]. The yield is 0.140. (4) The reactants are Cl[CH2:2][C:3]([NH:5][C:6]1[CH:11]=[CH:10][C:9]([CH:12]([N:18]2[CH:22]=[N:21][CH:20]=[N:19]2)[CH:13]([CH2:16][CH3:17])[CH2:14][CH3:15])=[CH:8][CH:7]=1)=[O:4].[CH3:23][N:24]1[CH2:29][CH2:28][NH:27][CH2:26][CH2:25]1.C([O-])([O-])=O.[K+].[K+].O. The catalyst is CC#N. The product is [CH2:14]([CH:13]([CH2:16][CH3:17])[CH:12]([C:9]1[CH:10]=[CH:11][C:6]([NH:5][C:3](=[O:4])[CH2:2][N:27]2[CH2:28][CH2:29][N:24]([CH3:23])[CH2:25][CH2:26]2)=[CH:7][CH:8]=1)[N:18]1[CH:22]=[N:21][CH:20]=[N:19]1)[CH3:15]. The yield is 0.358.